From a dataset of NCI-60 drug combinations with 297,098 pairs across 59 cell lines. Regression. Given two drug SMILES strings and cell line genomic features, predict the synergy score measuring deviation from expected non-interaction effect. Cell line: A498. Drug 2: C(CC(=O)O)C(=O)CN.Cl. Synergy scores: CSS=7.05, Synergy_ZIP=-0.386, Synergy_Bliss=2.32, Synergy_Loewe=0.915, Synergy_HSA=0.733. Drug 1: CC1=CC=C(C=C1)C2=CC(=NN2C3=CC=C(C=C3)S(=O)(=O)N)C(F)(F)F.